Dataset: Reaction yield outcomes from USPTO patents with 853,638 reactions. Task: Predict the reaction yield, written as a fraction of the theoretical maximum amount of product (1.0 means a 100% yield; for example, 0.34 means a 34% yield). (1) The reactants are [Na].[N+](C(C)C)([O-])=[O:3].[Cl:8][C:9]1[CH:10]=[C:11]([CH:14]=[C:15]([CH3:17])[CH:16]=1)[CH2:12]Br. The product is [Cl:8][C:9]1[CH:10]=[C:11]([CH:14]=[C:15]([CH3:17])[CH:16]=1)[CH:12]=[O:3]. The catalyst is C(O)C. The yield is 0.420. (2) The reactants are [CH3:1][N:2]([CH3:17])[CH:3]([CH2:7][CH2:8][S:9][S:10][C:11]1[CH:16]=[CH:15][CH:14]=[CH:13][N:12]=1)[C:4]([OH:6])=[O:5].O[N:19]1[C:23](=[O:24])[CH2:22][CH2:21][C:20]1=[O:25].C(Cl)CCl. The catalyst is CC(N(C)C)=O. The product is [CH3:17][N:2]([CH3:1])[CH:3]([CH2:7][CH2:8][S:9][S:10][C:11]1[CH:16]=[CH:15][CH:14]=[CH:13][N:12]=1)[C:4]([O:6][N:19]1[C:23](=[O:24])[CH2:22][CH2:21][C:20]1=[O:25])=[O:5]. The yield is 0.350. (3) The reactants are Br[C:2]1[CH:7]=[CH:6][C:5]([CH3:8])=[CH:4][N:3]=1.ClCCl.[CH3:12][N:13](C)C=O. The catalyst is C(OCC)(=O)C.[C-]#N.[Zn+2].[C-]#N.[Zn].Cl[Pd]Cl.C1(P(C2C=CC=CC=2)[C-]2C=CC=C2)C=CC=CC=1.[C-]1(P(C2C=CC=CC=2)C2C=CC=CC=2)C=CC=C1.[Fe+2]. The product is [CH3:8][C:5]1[CH:6]=[CH:7][C:2]([C:12]#[N:13])=[N:3][CH:4]=1. The yield is 0.560.